From a dataset of Forward reaction prediction with 1.9M reactions from USPTO patents (1976-2016). Predict the product of the given reaction. (1) Given the reactants FC1C=CC=C(F)C=1C[O:5][C:6](=[O:39])[C:7]1[CH:12]=[CH:11][CH:10]=[C:9]([N:13]2[C:17]([CH3:18])=[CH:16][CH:15]=[C:14]2[C:19]2[CH:24]=[C:23]([C:25]([F:28])([F:27])[F:26])[CH:22]=[CH:21][C:20]=2[O:29][CH2:30][C:31]2[C:36]([F:37])=[CH:35][CH:34]=[CH:33][C:32]=2[F:38])[N:8]=1.[OH-].[Na+].Cl, predict the reaction product. The product is: [F:27][C:25]([F:26])([F:28])[C:23]1[CH:22]=[CH:21][C:20]([O:29][CH2:30][C:31]2[C:32]([F:38])=[CH:33][CH:34]=[CH:35][C:36]=2[F:37])=[C:19]([C:14]2[N:13]([C:9]3[N:8]=[C:7]([C:6]([OH:39])=[O:5])[CH:12]=[CH:11][CH:10]=3)[C:17]([CH3:18])=[CH:16][CH:15]=2)[CH:24]=1. (2) Given the reactants Br[C:2]1[CH:24]=[CH:23][C:5]([O:6][CH2:7][CH:8]2[CH2:13][CH2:12][N:11]([CH2:14][C:15]3([C:19]([F:22])([F:21])[F:20])[CH2:18][CH2:17][CH2:16]3)[CH2:10][CH2:9]2)=[C:4]([F:25])[CH:3]=1.[N:26]1[CH:31]=[CH:30][CH:29]=[C:28](B(O)O)[CH:27]=1.[C:35]([O-:38])([O-])=[O:36].[Cs+].[Cs+].[CH3:41]OCCOC, predict the reaction product. The product is: [F:25][C:4]1[CH:3]=[C:2]([C:30]2[CH:29]=[CH:28][C:27]([C:35]([O:38][CH3:41])=[O:36])=[N:26][CH:31]=2)[CH:24]=[CH:23][C:5]=1[O:6][CH2:7][CH:8]1[CH2:13][CH2:12][N:11]([CH2:14][C:15]2([C:19]([F:22])([F:21])[F:20])[CH2:18][CH2:17][CH2:16]2)[CH2:10][CH2:9]1.